This data is from Forward reaction prediction with 1.9M reactions from USPTO patents (1976-2016). The task is: Predict the product of the given reaction. (1) Given the reactants [CH2:1]([O:3][C:4]([C:6]1[C:7]([C:11]([F:14])([F:13])[F:12])=[N:8][NH:9][CH:10]=1)=[O:5])[CH3:2].P(OC)(OC)(O[CH3:18])=O, predict the reaction product. The product is: [CH2:1]([O:3][C:4]([C:6]1[C:7]([C:11]([F:13])([F:14])[F:12])=[N:8][N:9]([CH3:18])[CH:10]=1)=[O:5])[CH3:2]. (2) The product is: [C:28]([O:32][C:33](=[O:62])[C:34]([S:37][C:38]1[S:39][CH:40]=[C:41]([CH2:43][CH2:44][N:45]([C:46]2[N:51]=[CH:50][C:49]([CH2:52][CH3:53])=[CH:48][N:47]=2)[CH2:54][C:55]2[CH:60]=[CH:59][C:58]([N:63]3[CH2:68][CH2:67][O:66][CH2:65][CH2:64]3)=[CH:57][CH:56]=2)[N:42]=1)([CH3:36])[CH3:35])([CH3:31])([CH3:30])[CH3:29]. Given the reactants C(P(C(C)(C)C)C1C=CC=CC=1C1C=CC=CC=1)(C)(C)C.CC(C)([O-])C.[Na+].[C:28]([O:32][C:33](=[O:62])[C:34]([S:37][C:38]1[S:39][CH:40]=[C:41]([CH2:43][CH2:44][N:45]([CH2:54][C:55]2[CH:60]=[CH:59][C:58](Br)=[CH:57][CH:56]=2)[C:46]2[N:51]=[CH:50][C:49]([CH2:52][CH3:53])=[CH:48][N:47]=2)[N:42]=1)([CH3:36])[CH3:35])([CH3:31])([CH3:30])[CH3:29].[NH:63]1[CH2:68][CH2:67][O:66][CH2:65][CH2:64]1, predict the reaction product. (3) The product is: [CH3:20][C:10]1[CH:15]=[CH:14][C:13]([S:16]([OH:19])(=[O:18])=[O:17])=[CH:12][CH:11]=1. Given the reactants C1(=O)NCCCCC1.O.[C:10]1([CH3:20])[CH:15]=[CH:14][C:13]([S:16]([OH:19])(=[O:18])=[O:17])=[CH:12][CH:11]=1, predict the reaction product. (4) Given the reactants [Cl:1][C:2]1[CH:7]=[CH:6][C:5]([C:8](=[O:10])[CH3:9])=[C:4]([F:11])[CH:3]=1.CO.S(Cl)([Cl:17])(=O)=O.C(=O)(O)[O-].[Na+], predict the reaction product. The product is: [Cl:17][CH2:9][C:8]([C:5]1[CH:6]=[CH:7][C:2]([Cl:1])=[CH:3][C:4]=1[F:11])=[O:10]. (5) The product is: [CH3:11][C:6]1([CH3:12])[C:5]2[C:9](=[CH:10][C:2]([N:13]3[CH2:18][CH2:17][O:16][CH2:15][CH2:14]3)=[CH:3][CH:4]=2)[NH:8][CH2:7]1. Given the reactants I[C:2]1[CH:10]=[C:9]2[C:5]([C:6]([CH3:12])([CH3:11])[CH2:7][NH:8]2)=[CH:4][CH:3]=1.[NH:13]1[CH2:18][CH2:17][O:16][CH2:15][CH2:14]1.C1(P(C2CCCCC2)C2(C(C)C)CC(C(C)C)=CC(C(C)C)=C2C2C=CC=CC=2)CCCCC1.C[Si]([N-][Si](C)(C)C)(C)C.[Li+], predict the reaction product.